Dataset: Full USPTO retrosynthesis dataset with 1.9M reactions from patents (1976-2016). Task: Predict the reactants needed to synthesize the given product. (1) Given the product [N:1]12[CH2:9][CH2:8][CH2:7][CH:2]1[CH2:3][CH2:4][CH2:5][CH2:6]2, predict the reactants needed to synthesize it. The reactants are: [N:1]1[CH:6]=[CH:5][CH:4]=[CH:3][C:2]=1[CH2:7][CH2:8][CH2:9]O.[Na].I.[OH-].[Na+]. (2) Given the product [C:1]([N:4]1[CH2:9][CH2:8][CH2:7][CH:6]([C:10]2[N:15]=[C:14]([C:16]3[CH:25]=[CH:24][C:19]([C:20]([OH:22])=[O:21])=[C:18]([F:26])[CH:17]=3)[C:13]([NH2:27])=[N:12][CH:11]=2)[CH2:5]1)(=[O:3])[CH3:2], predict the reactants needed to synthesize it. The reactants are: [C:1]([N:4]1[CH2:9][CH2:8][CH2:7][CH:6]([C:10]2[N:15]=[C:14]([C:16]3[CH:25]=[CH:24][C:19]([C:20]([O:22]C)=[O:21])=[C:18]([F:26])[CH:17]=3)[C:13]([NH2:27])=[N:12][CH:11]=2)[CH2:5]1)(=[O:3])[CH3:2].[Li+].[OH-].Cl. (3) Given the product [CH2:1]([O:8][CH2:9][CH:10]([CH2:12][O:13][CH2:28][CH2:27][CH2:26][CH2:25][CH2:24][CH2:23][O:22][CH:17]1[CH2:18][CH2:19][CH2:20][CH2:21][O:16]1)[O:11][CH2:28][CH2:27][CH2:26][CH2:25][CH2:24][CH2:23][O:22][CH:17]1[CH2:18][CH2:19][CH2:20][CH2:21][O:16]1)[C:2]1[CH:7]=[CH:6][CH:5]=[CH:4][CH:3]=1, predict the reactants needed to synthesize it. The reactants are: [CH2:1]([O:8][CH2:9][CH:10]([CH2:12][OH:13])[OH:11])[C:2]1[CH:7]=[CH:6][CH:5]=[CH:4][CH:3]=1.[H-].[Na+].[O:16]1[CH2:21][CH2:20][CH2:19][CH2:18][CH:17]1[O:22][CH2:23][CH2:24][CH2:25][CH2:26][CH2:27][CH2:28]Br. (4) Given the product [O:1]1[CH2:2][CH:3]=[C:4]([C:22]2[C:23]([F:47])=[CH:24][C:25]3[O:26][C:27]4[C:32](=[CH:31][C:30]([C:41]5[CH:46]=[N:45][CH:44]=[N:43][CH:42]=5)=[CH:29][CH:28]=4)[C@@:33]4([CH2:39][O:38][C:37]([NH2:40])=[N:36]4)[C:34]=3[CH:35]=2)[CH2:5][CH2:6]1, predict the reactants needed to synthesize it. The reactants are: [O:1]1[CH2:6][CH:5]=[C:4](B2OC(C)(C)C(C)(C)O2)[CH2:3][CH2:2]1.FC(F)(F)S(O[C:22]1[CH:35]=[C:34]2[C:25]([O:26][C:27]3[CH:28]=[CH:29][C:30]([C:41]4[CH:42]=[N:43][CH:44]=[N:45][CH:46]=4)=[CH:31][C:32]=3[C@:33]32[CH2:39][O:38][C:37]([NH2:40])=[N:36]3)=[CH:24][C:23]=1[F:47])(=O)=O.C(=O)([O-])[O-].[Na+].[Na+]. (5) Given the product [Cl:28][C:29]1[CH:30]=[CH:31][C:32]([C:35]([CH3:40])([CH3:39])[C:36]([N:49]2[CH2:50][CH2:51][C:52]3[C:57](=[CH:56][CH:55]=[CH:54][CH:53]=3)[C@H:48]2[CH2:58][OH:59])=[O:38])=[CH:33][CH:34]=1, predict the reactants needed to synthesize it. The reactants are: F[P-](F)(F)(F)(F)F.N1(O[P+](N(C)C)(N(C)C)N(C)C)C2C=CC=CC=2N=N1.[Cl:28][C:29]1[CH:34]=[CH:33][C:32]([C:35]([CH3:40])([CH3:39])[C:36]([OH:38])=O)=[CH:31][CH:30]=1.CN1CCOCC1.[C@@H:48]1([CH2:58][OH:59])[C:57]2[C:52](=[CH:53][CH:54]=[CH:55][CH:56]=2)[CH2:51][CH2:50][NH:49]1.CN(C=O)C.C(O)(C(F)(F)F)=O. (6) The reactants are: [CH3:1][C:2]1[O:3][C:4]2[CH:10]=[C:9]([C:11]([O:13][CH2:14][CH3:15])=[O:12])[CH:8]=[C:7]([O:16][C:17]3[CH:22]=[CH:21][C:20]([S:23]([CH3:26])(=[O:25])=[O:24])=[CH:19][CH:18]=3)[C:5]=2[CH:6]=1.C1C(=O)N([Br:34])C(=O)C1.C(OOC(=O)C1C=CC=CC=1)(=O)C1C=CC=CC=1. Given the product [Br:34][CH2:1][C:2]1[O:3][C:4]2[CH:10]=[C:9]([C:11]([O:13][CH2:14][CH3:15])=[O:12])[CH:8]=[C:7]([O:16][C:17]3[CH:22]=[CH:21][C:20]([S:23]([CH3:26])(=[O:24])=[O:25])=[CH:19][CH:18]=3)[C:5]=2[CH:6]=1, predict the reactants needed to synthesize it.